The task is: Regression. Given a peptide amino acid sequence and an MHC pseudo amino acid sequence, predict their binding affinity value. This is MHC class I binding data.. This data is from Peptide-MHC class I binding affinity with 185,985 pairs from IEDB/IMGT. (1) The peptide sequence is LLTDTIESA. The MHC is HLA-A68:02 with pseudo-sequence HLA-A68:02. The binding affinity (normalized) is 0.342. (2) The peptide sequence is EIAQHGAWY. The MHC is HLA-A02:50 with pseudo-sequence HLA-A02:50. The binding affinity (normalized) is 0.0847. (3) The peptide sequence is GELDRWEKI. The MHC is HLA-A02:03 with pseudo-sequence HLA-A02:03. The binding affinity (normalized) is 0. (4) The peptide sequence is AVYSTFLHR. The MHC is HLA-B35:01 with pseudo-sequence HLA-B35:01. The binding affinity (normalized) is 0.0847. (5) The peptide sequence is LLENKSLTIL. The MHC is HLA-A02:01 with pseudo-sequence HLA-A02:01. The binding affinity (normalized) is 0.349.